From a dataset of Catalyst prediction with 721,799 reactions and 888 catalyst types from USPTO. Predict which catalyst facilitates the given reaction. (1) Reactant: [CH:1]([C:4]1[N:5]=[C:6]([C:9]2[CH:18]=[C:17]([O:19][CH:20]3[CH2:37][CH:36]4[N:22]([C:23](=[O:48])[CH2:24][CH2:25][CH2:26][CH2:27][CH2:28][CH:29]=[CH:30][CH:31]5[C:33]([C:39]([NH:41][S:42]([CH:45]6[CH2:47][CH2:46]6)(=[O:44])=[O:43])=[O:40])([NH:34][C:35]4=[O:38])[CH2:32]5)[CH2:21]3)[C:16]3[C:11](=[CH:12][C:13]([O:49][CH3:50])=[CH:14][CH:15]=3)[N:10]=2)[S:7][CH:8]=1)([CH3:3])[CH3:2].[CH:51](C1C=C(C(C)C)C=C(C(C)C)C=1S(NN)(=O)=O)(C)C.C(N(CC)CC)C. Product: [CH:1]([C:4]1[N:5]=[C:6]([C:9]2[CH:18]=[C:17]([O:19][CH:20]3[CH2:37][CH:36]4[N:22]([C:23](=[O:48])[CH2:24][CH2:25][CH2:26][CH2:27][CH2:28][CH:29]=[CH:30][CH:31]5[C:33]([C:39]([NH:41][S:42]([CH:45]6[CH2:47][CH2:46]6)(=[O:44])=[O:43])=[O:40])([NH:34][C:35]4=[O:38])[CH2:32]5)[CH2:21]3)[C:16]3[C:11](=[C:12]([CH3:51])[C:13]([O:49][CH3:50])=[CH:14][CH:15]=3)[N:10]=2)[S:7][CH:8]=1)([CH3:3])[CH3:2]. The catalyst class is: 5. (2) Reactant: Br[C:2]1[S:6][C:5]2[CH2:7][CH2:8][CH2:9][C:4]=2[C:3]=1[C:10]([O:12][CH3:13])=[O:11].[C:14]1(B(O)O)[CH:19]=[CH:18][CH:17]=[CH:16][CH:15]=1.C([O-])([O-])=O.[Na+].[Na+].O. Product: [C:14]1([C:2]2[S:6][C:5]3[CH2:7][CH2:8][CH2:9][C:4]=3[C:3]=2[C:10]([O:12][CH3:13])=[O:11])[CH:19]=[CH:18][CH:17]=[CH:16][CH:15]=1. The catalyst class is: 77.